This data is from Catalyst prediction with 721,799 reactions and 888 catalyst types from USPTO. The task is: Predict which catalyst facilitates the given reaction. (1) Reactant: C(OC([NH:8]/[N:9]=[CH:10]/[C:11]1[C:16]([C:17](OC)=[O:18])=[C:15]([Cl:21])[N:14]=[C:13]([Cl:22])[CH:12]=1)=O)(C)(C)C.FC(F)(F)C(O)=O. Product: [Cl:21][C:15]1[C:16]2[C:17](=[O:18])[NH:8][N:9]=[CH:10][C:11]=2[CH:12]=[C:13]([Cl:22])[N:14]=1. The catalyst class is: 4. (2) Reactant: [F:1][C:2]1[CH:3]=[C:4]2[C:8](=[CH:9][CH:10]=1)[N:7]([S:11]([C:14]1[CH:19]=[CH:18][CH:17]=[CH:16][CH:15]=1)(=[O:13])=[O:12])[CH:6]=[C:5]2[C:20]1[CH:29]=[CH:28][C:23]2[NH:24][C:25](=[O:27])[O:26][C:22]=2[CH:21]=1.C([O-])([O-])=O.[K+].[K+].Br[CH2:37][C:38]([NH2:40])=[O:39]. Product: [F:1][C:2]1[CH:3]=[C:4]2[C:8](=[CH:9][CH:10]=1)[N:7]([S:11]([C:14]1[CH:15]=[CH:16][CH:17]=[CH:18][CH:19]=1)(=[O:13])=[O:12])[CH:6]=[C:5]2[C:20]1[CH:29]=[CH:28][C:23]2[N:24]([CH2:37][C:38]([NH2:40])=[O:39])[C:25](=[O:27])[O:26][C:22]=2[CH:21]=1. The catalyst class is: 37. (3) Reactant: [OH:1][C:2]1[CH:11]=[CH:10][C:5]([C:6]([O:8][CH3:9])=[O:7])=[CH:4][C:3]=1[CH3:12].Br[CH2:14][CH2:15][OH:16].C(=O)([O-])[O-].[Cs+].[Cs+].O. Product: [OH:16][CH2:15][CH2:14][O:1][C:2]1[CH:11]=[CH:10][C:5]([C:6]([O:8][CH3:9])=[O:7])=[CH:4][C:3]=1[CH3:12]. The catalyst class is: 39. (4) Product: [F:1][C:2]1([F:16])[CH2:7][CH2:6][CH:5]([NH2:8])[CH2:4][CH2:3]1. Reactant: [F:1][C:2]1([F:16])[CH2:7][CH2:6][CH:5]([NH:8]C(=O)OC(C)(C)C)[CH2:4][CH2:3]1.CC1C=CC(S(O)(=O)=O)=CC=1.O. The catalyst class is: 23. (5) Reactant: [CH2:1]([O:8][C:9]1[CH:14]=[CH:13][C:12]([CH2:15][CH:16]([OH:22])[C:17]([O:19][CH2:20][CH3:21])=[O:18])=[CH:11][CH:10]=1)[C:2]1[CH:7]=[CH:6][CH:5]=[CH:4][CH:3]=1.[CH3:23][S:24](Cl)(=[O:26])=[O:25].C(N(CC)CC)C. Product: [CH2:1]([O:8][C:9]1[CH:14]=[CH:13][C:12]([CH2:15][CH:16]([O:22][S:24]([CH3:23])(=[O:26])=[O:25])[C:17]([O:19][CH2:20][CH3:21])=[O:18])=[CH:11][CH:10]=1)[C:2]1[CH:7]=[CH:6][CH:5]=[CH:4][CH:3]=1. The catalyst class is: 4.